Predict the reaction yield, written as a fraction of the theoretical maximum amount of product (1.0 means a 100% yield; for example, 0.34 means a 34% yield). From a dataset of Reaction yield outcomes from USPTO patents with 853,638 reactions. (1) The reactants are [CH:1]1([CH2:4][O:5][C:6]23[CH2:15][CH:10]4[CH2:11][CH:12]([CH2:14][CH:8]([N:9]4C(OC(C)(C)C)=O)[CH2:7]2)[CH2:13]3)[CH2:3][CH2:2]1.FC(F)(F)C(O)=O. The catalyst is C(Cl)Cl. The product is [CH:1]1([CH2:4][O:5][C:6]23[CH2:15][CH:10]4[CH2:11][CH:12]([CH2:14][CH:8]([NH:9]4)[CH2:7]2)[CH2:13]3)[CH2:3][CH2:2]1. The yield is 0.950. (2) The reactants are [Si]([O:8][CH:9]([C:22]1[O:23][C:24]([C:27]2[N:36]=[CH:35][CH:34]=[CH:33][C:28]=2[C:29]([O:31][CH3:32])=[O:30])=[CH:25][N:26]=1)[CH2:10][CH2:11][CH2:12][CH2:13][CH2:14][CH2:15][C:16]1[CH:21]=[CH:20][CH:19]=[CH:18][CH:17]=1)(C(C)(C)C)(C)C.[Si](OC(C1OC([Sn](CCCC)(CCCC)CCCC)=CN=1)CCCCCCC1C=CC=CC=1)(C(C)(C)C)(C)C.ClC1N=CC=CC=1C(OC)=O. No catalyst specified. The product is [C:16]1([CH2:15][CH2:14][CH2:13][CH2:12][CH2:11][CH2:10][C:9]([C:22]2[O:23][C:24]([C:27]3[N:36]=[CH:35][CH:34]=[CH:33][C:28]=3[C:29]([O:31][CH3:32])=[O:30])=[CH:25][N:26]=2)=[O:8])[CH:21]=[CH:20][CH:19]=[CH:18][CH:17]=1. The yield is 0.940. (3) The reactants are S(O)(O)(=O)=O.[CH:6]1[C:22]2[CH2:21][C@H:20]3[N:23]([CH2:25][CH2:26][C@@:12]45[C@H:19]3[CH:18]=[CH:17][C@H:15]([OH:16])[C@@H:13]4[O:14][C:10]([C:11]=25)=[C:8]([OH:9])[CH:7]=1)[CH3:24].C([O-])([O-])=O.[K+].[K+].C(Cl)Cl.Cl. The catalyst is O. The product is [CH:6]1[C:22]2[CH2:21][C@H:20]3[N:23]([CH2:25][CH2:26][C@@:12]45[C@H:19]3[CH:18]=[CH:17][C@H:15]([OH:16])[C@@H:13]4[O:14][C:10]([C:11]=25)=[C:8]([OH:9])[CH:7]=1)[CH3:24]. The yield is 0.560.